This data is from Retrosynthesis with 50K atom-mapped reactions and 10 reaction types from USPTO. The task is: Predict the reactants needed to synthesize the given product. (1) The reactants are: C=CCOc1ccc([C@H]2[C@H](O[Si](C(C)C)(C(C)C)C(C)C)CN(C(=O)OCc3ccccc3)C[C@@H]2O)cc1.COCCCN1C(=O)COc2ccc(CCl)cc21. Given the product C=CCOc1ccc([C@H]2[C@H](O[Si](C(C)C)(C(C)C)C(C)C)CN(C(=O)OCc3ccccc3)C[C@@H]2OCc2ccc3c(c2)N(CCCOC)C(=O)CO3)cc1, predict the reactants needed to synthesize it. (2) Given the product c1coc(-c2cnc3c(c2)CC2(CN4CCC2CC4)O3)c1, predict the reactants needed to synthesize it. The reactants are: Brc1cnc2c(c1)CC1(CN3CCC1CC3)O2.CCCC[Sn](CCCC)(CCCC)c1ccco1. (3) The reactants are: O=C(O)c1ccc(Cl)nc1.OB(O)c1cccc(F)c1. Given the product O=C(O)c1ccc(-c2cccc(F)c2)nc1, predict the reactants needed to synthesize it. (4) Given the product COC(=O)CC[C@@H](CO)NC(=O)OC(C)(C)C, predict the reactants needed to synthesize it. The reactants are: COC(=O)CC[C@H](NC(=O)OC(C)(C)C)C(=O)O. (5) Given the product COc1ccc(NC(=O)c2cccnc2Nc2ccc3cn[nH]c3c2)cc1OC1CCN(C)CC1, predict the reactants needed to synthesize it. The reactants are: CN1CCC(O)CC1.COc1ccc(NC(=O)c2cccnc2Nc2ccc3cn[nH]c3c2)cc1O. (6) Given the product O=[N+]([O-])c1cc(F)ccc1Oc1ccccc1, predict the reactants needed to synthesize it. The reactants are: O=[N+]([O-])c1cc(F)ccc1F.Oc1ccccc1. (7) The reactants are: CC(Oc1ncn(-c2cccc(Cl)c2)n1)C(=O)O.CN. Given the product CNC(=O)C(C)Oc1ncn(-c2cccc(Cl)c2)n1, predict the reactants needed to synthesize it.